This data is from Forward reaction prediction with 1.9M reactions from USPTO patents (1976-2016). The task is: Predict the product of the given reaction. (1) Given the reactants [CH3:1][O:2][C:3](=[O:27])[CH2:4][CH2:5][CH2:6][CH2:7][CH2:8][O:9][C:10]1[CH:11]=[CH:12][C:13]2[N:17]=[C:16]([SH:18])[N:15]([C:19]3[CH:24]=[CH:23][C:22]([CH3:25])=[CH:21][CH:20]=3)[C:14]=2[CH:26]=1.Cl[C:29]1[CH:34]=[CH:33][CH:32]=[CH:31][N:30]=1, predict the reaction product. The product is: [CH3:1][O:2][C:3](=[O:27])[CH2:4][CH2:5][CH2:6][CH2:7][CH2:8][O:9][C:10]1[CH:11]=[CH:12][C:13]2[N:17]=[C:16]([S:18][C:29]3[CH:34]=[CH:33][CH:32]=[CH:31][N:30]=3)[N:15]([C:19]3[CH:20]=[CH:21][C:22]([CH3:25])=[CH:23][CH:24]=3)[C:14]=2[CH:26]=1. (2) The product is: [CH3:25][O:26][C:27]1[CH:28]=[CH:29][C:30]([S:33]([C:36]2[CH:41]([CH2:5][C:4]3[C:3]([CH3:2])=[CH:10][C:9]([CH3:11])=[CH:8][C:7]=3[CH3:12])[NH:40][C:39]([CH3:42])=[N:38][CH:37]=2)(=[O:35])=[O:34])=[CH:31][CH:32]=1. Given the reactants [Mg].[CH3:2][C:3]1[CH:10]=[C:9]([CH3:11])[CH:8]=[C:7]([CH3:12])[C:4]=1[CH2:5]Cl.CC1C=C(C)C=C(C)C=1C[Mg]Cl.[CH3:25][O:26][C:27]1[CH:32]=[CH:31][C:30]([S:33]([C:36]2[CH:37]=[N:38][C:39]([CH3:42])=[N:40][CH:41]=2)(=[O:35])=[O:34])=[CH:29][CH:28]=1, predict the reaction product. (3) Given the reactants [CH:1]1([C:5]2([OH:17])[CH:11]([OH:12])[CH2:10][NH:9][CH2:8][C:7]3[CH:13]=[CH:14][CH:15]=[CH:16][C:6]2=3)[CH2:4][CH2:3][CH2:2]1.[CH2:18]([N:25]([CH2:32][CH2:33][CH:34]=O)[C:26](=[O:31])[C:27]([F:30])([F:29])[F:28])[C:19]1[CH:24]=[CH:23][CH:22]=[CH:21][CH:20]=1.[BH3-]C#N.[Na+].Cl, predict the reaction product. The product is: [CH2:18]([N:25]([CH2:32][CH2:33][CH2:34][N:9]1[CH2:10][CH:11]([OH:12])[C:5]([CH:1]2[CH2:2][CH2:3][CH2:4]2)([OH:17])[C:6]2[CH:16]=[CH:15][CH:14]=[CH:13][C:7]=2[CH2:8]1)[C:26](=[O:31])[C:27]([F:28])([F:29])[F:30])[C:19]1[CH:20]=[CH:21][CH:22]=[CH:23][CH:24]=1. (4) Given the reactants [Na].C([O:5][CH2:6][CH2:7][O:8][C:9]1[C:13]([C:14]2[CH:22]=[CH:21][C:17]3[O:18][CH2:19][O:20][C:16]=3[CH:15]=2)=[C:12]([N:23](S(C2C=CC(C(C)(C)C)=CC=2)(=O)=O)[S:24]([C:27]2[CH:32]=[CH:31][C:30]([C:33]([CH3:36])([CH3:35])[CH3:34])=[CH:29][CH:28]=2)(=[O:26])=[O:25])[N:11]([CH2:50][C:51]2[CH:56]=[CH:55][CH:54]=[CH:53][CH:52]=2)[N:10]=1)(=O)C.Cl, predict the reaction product. The product is: [O:18]1[C:17]2[CH:21]=[CH:22][C:14]([C:13]3[C:9]([O:8][CH2:7][CH2:6][OH:5])=[N:10][N:11]([CH2:50][C:51]4[CH:52]=[CH:53][CH:54]=[CH:55][CH:56]=4)[C:12]=3[NH:23][S:24]([C:27]3[CH:28]=[CH:29][C:30]([C:33]([CH3:36])([CH3:34])[CH3:35])=[CH:31][CH:32]=3)(=[O:26])=[O:25])=[CH:15][C:16]=2[O:20][CH2:19]1. (5) Given the reactants C([O:3][C:4]([C:6]1[NH:7][C:8]2[C:13]([CH:14]=1)=[CH:12][C:11]([O:15][CH2:16][CH2:17][N:18]1[CH2:23][CH2:22][O:21][CH2:20][CH2:19]1)=[CH:10][CH:9]=2)=[O:5])C.[OH-].[Na+].[ClH:26], predict the reaction product. The product is: [ClH:26].[N:18]1([CH2:17][CH2:16][O:15][C:11]2[CH:12]=[C:13]3[C:8](=[CH:9][CH:10]=2)[NH:7][C:6]([C:4]([OH:5])=[O:3])=[CH:14]3)[CH2:23][CH2:22][O:21][CH2:20][CH2:19]1. (6) Given the reactants [Cl:1][C:2]1[N:3]=[CH:4][NH:5][C:6]=1[Cl:7].[OH-].[K+].[Br:10][CH2:11][C:12]1[CH:21]=[CH:20][C:19]2[C:14](=[CH:15][CH:16]=[CH:17][CH:18]=2)[CH:13]=1.[K+].[Br-].[CH2:24](Br)[C:25]1[CH:30]=[CH:29][CH:28]=[CH:27][CH:26]=1, predict the reaction product. The product is: [Br-:10].[CH2:24]([C:20]1[C:19]2[C:14](=[CH:15][CH:16]=[CH:17][CH:18]=2)[CH:13]=[C:12]([CH3:11])[C:21]=1[N+:3]1[C:2]([Cl:1])=[C:6]([Cl:7])[NH:5][CH:4]=1)[C:25]1[CH:30]=[CH:29][CH:28]=[CH:27][CH:26]=1.